Task: Predict the product of the given reaction.. Dataset: Forward reaction prediction with 1.9M reactions from USPTO patents (1976-2016) The product is: [OH:5][C:4]([C:7]([F:10])([F:8])[F:9])([CH2:3][C:2]([C:12]1[C:20]2[O:19][CH2:18][CH2:17][C:16]=2[CH:15]=[C:14]([S:21]([CH3:24])(=[O:23])=[O:22])[CH:13]=1)([CH3:1])[CH3:11])[CH2:6][N:28]1[CH:29]=[C:30]([CH3:33])[C:31](=[O:32])[C:26]([CH3:25])=[CH:27]1. Given the reactants [CH3:1][C:2]([C:12]1[C:20]2[O:19][CH2:18][CH2:17][C:16]=2[CH:15]=[C:14]([S:21]([CH3:24])(=[O:23])=[O:22])[CH:13]=1)([CH3:11])[CH2:3][C:4]1([C:7]([F:10])([F:9])[F:8])[CH2:6][O:5]1.[CH3:25][C:26]1[CH:27]=[N:28][CH:29]=[C:30]([CH3:33])[C:31]=1[OH:32].[O-]CC.[Na+], predict the reaction product.